Predict the reactants needed to synthesize the given product. From a dataset of Full USPTO retrosynthesis dataset with 1.9M reactions from patents (1976-2016). (1) Given the product [CH:8]1([C@H:3]([N:2]=[C:13]=[O:14])[C:4]([O:6][CH3:7])=[O:5])[CH2:12][CH2:11][CH2:10][CH2:9]1, predict the reactants needed to synthesize it. The reactants are: Cl.[NH2:2][C@@H:3]([CH:8]1[CH2:12][CH2:11][CH2:10][CH2:9]1)[C:4]([O:6][CH3:7])=[O:5].[C:13](=O)(O)[O-:14].[Na+].ClC(Cl)(OC(=O)OC(Cl)(Cl)Cl)Cl. (2) The reactants are: [Br:1][C:2]1[CH:3]=[C:4]([CH:15]=[C:16]([Br:35])[C:17]=1[O:18][C:19]1[CH:24]=[CH:23][C:22]([OH:25])=[C:21]([C:26](=[O:34])[C:27]2[CH:32]=[CH:31][C:30]([Cl:33])=[CH:29][CH:28]=2)[CH:20]=1)[CH:5]=[N:6][O:7][CH:8]([CH3:14])[C:9]([O:11]CC)=[O:10].[OH-].[Na+]. Given the product [Br:1][C:2]1[CH:3]=[C:4]([CH:15]=[C:16]([Br:35])[C:17]=1[O:18][C:19]1[CH:24]=[CH:23][C:22]([OH:25])=[C:21]([C:26](=[O:34])[C:27]2[CH:28]=[CH:29][C:30]([Cl:33])=[CH:31][CH:32]=2)[CH:20]=1)[CH:5]=[N:6][O:7][CH:8]([CH3:14])[C:9]([OH:11])=[O:10], predict the reactants needed to synthesize it. (3) Given the product [CH:1]1([C:4]2[CH:5]=[C:6]([CH:28]=[C:29]([O:32][CH2:33][CH3:34])[C:30]=2[C:38]2[CH:39]=[N:40][CH:41]=[C:36]([F:35])[CH:37]=2)[CH2:7][N:8]2[CH2:11][C:10]3([CH2:15][C:14]([N:16]4[CH2:17][CH2:18][C:19]([CH3:27])([C:22]([OH:24])=[O:23])[CH2:20][CH2:21]4)=[N:13][O:12]3)[CH2:9]2)[CH2:2][CH2:3]1, predict the reactants needed to synthesize it. The reactants are: [CH:1]1([C:4]2[CH:5]=[C:6]([CH:28]=[C:29]([O:32][CH2:33][CH3:34])[C:30]=2I)[CH2:7][N:8]2[CH2:11][C:10]3([CH2:15][C:14]([N:16]4[CH2:21][CH2:20][C:19]([CH3:27])([C:22]([O:24]CC)=[O:23])[CH2:18][CH2:17]4)=[N:13][O:12]3)[CH2:9]2)[CH2:3][CH2:2]1.[F:35][C:36]1[CH:37]=[C:38](B(O)O)[CH:39]=[N:40][CH:41]=1. (4) Given the product [S:22]([O:1][CH2:2][CH2:3][C:4]([P:7](=[O:14])([O:11][CH2:12][CH3:13])[O:8][CH2:9][CH3:10])([F:6])[F:5])([C:25]1[CH:31]=[CH:30][C:28]([CH3:29])=[CH:27][CH:26]=1)(=[O:24])=[O:23], predict the reactants needed to synthesize it. The reactants are: [OH:1][CH2:2][CH2:3][C:4]([P:7](=[O:14])([O:11][CH2:12][CH3:13])[O:8][CH2:9][CH3:10])([F:6])[F:5].C(N(CC)CC)C.[S:22](Cl)([C:25]1[CH:31]=[CH:30][C:28]([CH3:29])=[CH:27][CH:26]=1)(=[O:24])=[O:23]. (5) Given the product [F:30][C:2]([F:1])([F:29])[CH:3]([N:7]1[CH:11]=[C:10]([C:12]2[C:13]3[CH:20]=[CH:19][NH:18][C:14]=3[N:15]=[CH:16][N:17]=2)[CH:9]=[N:8]1)[CH2:4][C:5]#[N:6], predict the reactants needed to synthesize it. The reactants are: [F:1][C:2]([F:30])([F:29])[CH:3]([N:7]1[CH:11]=[C:10]([C:12]2[C:13]3[CH:20]=[CH:19][N:18](COCC[Si](C)(C)C)[C:14]=3[N:15]=[CH:16][N:17]=2)[CH:9]=[N:8]1)[CH2:4][C:5]#[N:6].C1COCC1.C([O-])(O)=O.[Na+].C(O)C.[OH-].[NH4+].